From a dataset of Catalyst prediction with 721,799 reactions and 888 catalyst types from USPTO. Predict which catalyst facilitates the given reaction. Reactant: [C:1]([O:5][C:6](=[O:29])[C:7]1[CH:12]=[CH:11][C:10]([N:13]2[C:17]([C:18]3[CH:23]=[CH:22][CH:21]=[CH:20][CH:19]=3)=[CH:16][CH:15]=[C:14]2[CH2:24][CH2:25][C:26](O)=[O:27])=[CH:9][CH:8]=1)([CH3:4])([CH3:3])[CH3:2].C1N=C[N:32](C(N2C=NC=C2)=O)C=1.C([O-])(=O)C.[NH4+]. Product: [C:1]([O:5][C:6](=[O:29])[C:7]1[CH:12]=[CH:11][C:10]([N:13]2[C:17]([C:18]3[CH:23]=[CH:22][CH:21]=[CH:20][CH:19]=3)=[CH:16][CH:15]=[C:14]2[CH2:24][CH2:25][C:26](=[O:27])[NH2:32])=[CH:9][CH:8]=1)([CH3:4])([CH3:3])[CH3:2]. The catalyst class is: 1.